Dataset: Reaction yield outcomes from USPTO patents with 853,638 reactions. Task: Predict the reaction yield, written as a fraction of the theoretical maximum amount of product (1.0 means a 100% yield; for example, 0.34 means a 34% yield). (1) The reactants are [Cl:1][C:2]1[CH:10]=[CH:9][C:8]([Cl:11])=[CH:7][C:3]=1[C:4]([OH:6])=[O:5].[N+:12]([O-])([OH:14])=[O:13]. The catalyst is OS(O)(=O)=O. The product is [Cl:1][C:2]1[C:10]([N+:12]([O-:14])=[O:13])=[CH:9][C:8]([Cl:11])=[CH:7][C:3]=1[C:4]([OH:6])=[O:5]. The yield is 0.480. (2) The reactants are [H-].[Na+].[SH:3][CH2:4][C:5]([O:7][CH2:8][CH3:9])=[O:6].F[C:11]1[CH:12]=[C:13]([C:19]([CH3:34])([C:27]([O:29][C:30]([CH3:33])([CH3:32])[CH3:31])=[O:28])[C:20]([O:22][C:23]([CH3:26])([CH3:25])[CH3:24])=[O:21])[CH:14]=[CH:15][C:16]=1[CH:17]=O.O. The catalyst is CS(C)=O. The product is [CH2:8]([O:7][C:5]([C:4]1[S:3][C:11]2[CH:12]=[C:13]([C:19]([CH3:34])([C:20]([O:22][C:23]([CH3:26])([CH3:25])[CH3:24])=[O:21])[C:27]([O:29][C:30]([CH3:33])([CH3:31])[CH3:32])=[O:28])[CH:14]=[CH:15][C:16]=2[CH:17]=1)=[O:6])[CH3:9]. The yield is 0.220. (3) The yield is 0.530. The catalyst is CN(C=O)C. The reactants are [Cl:1][C:2]1[N:10]([CH2:11][CH:12]=[CH2:13])[C:9]2[C:8](=[O:14])[NH:7][C:6](=[O:15])[N:5]([CH2:16][CH2:17][CH2:18][CH2:19][CH3:20])[C:4]=2[N:3]=1.Cl[CH2:22][CH:23]([OH:34])[CH2:24][CH2:25][CH2:26][CH2:27][C:28]1[CH:33]=[CH:32][CH:31]=[CH:30][CH:29]=1.C(=O)([O-])[O-].[Cs+].[Cs+]. The product is [Cl:1][C:2]1[N:10]([CH2:11][CH:12]=[CH2:13])[C:9]2[C:8](=[O:14])[N:7]([CH2:22][CH:23]([OH:34])[CH2:24][CH2:25][CH2:26][CH2:27][C:28]3[CH:29]=[CH:30][CH:31]=[CH:32][CH:33]=3)[C:6](=[O:15])[N:5]([CH2:16][CH2:17][CH2:18][CH2:19][CH3:20])[C:4]=2[N:3]=1. (4) The reactants are [C:1]([O:5][C:6]([N:8]1[CH2:13][CH2:12][N:11]([C:14](=[O:19])[CH2:15][C:16]([OH:18])=O)[CH2:10][CH2:9]1)=[O:7])([CH3:4])([CH3:3])[CH3:2].[F:20][C:21]([F:35])([F:34])[C:22]1[CH:27]=[C:26]([C:28]([F:31])([F:30])[F:29])[CH:25]=[C:24]([NH2:32])[C:23]=1[NH2:33].CN(C(ON1N=NC2C=CC=NC1=2)=[N+](C)C)C.F[P-](F)(F)(F)(F)F. The catalyst is C(Cl)Cl. The product is [NH2:33][C:23]1[C:22]([C:21]([F:20])([F:34])[F:35])=[CH:27][C:26]([C:28]([F:29])([F:30])[F:31])=[CH:25][C:24]=1[NH:32][C:16](=[O:18])[CH2:15][C:14]([N:11]1[CH2:10][CH2:9][N:8]([C:6]([O:5][C:1]([CH3:2])([CH3:3])[CH3:4])=[O:7])[CH2:13][CH2:12]1)=[O:19]. The yield is 0.420.